Dataset: Full USPTO retrosynthesis dataset with 1.9M reactions from patents (1976-2016). Task: Predict the reactants needed to synthesize the given product. (1) The reactants are: FC(F)(F)C(O)=O.[CH2:8]([N:15]1[C@@H:20]2[C@H:21]([C:23]([OH:25])=O)[CH2:22][C@@:16]1([C:42]1[CH:47]=[CH:46][CH:45]=[CH:44][CH:43]=1)[C@H:17]([O:26][CH2:27][C:28]1[CH:33]=[C:32]([C:34]([F:37])([F:36])[F:35])[CH:31]=[C:30]([C:38]([F:41])([F:40])[F:39])[CH:29]=1)[CH2:18][CH2:19]2)[C:9]1[CH:14]=[CH:13][CH:12]=[CH:11][CH:10]=1.N.O1CCOCC1.C([N:57](CC)CC)C.Cl.CN(C)CCCN=C=NCC. Given the product [CH2:8]([N:15]1[C@@H:20]2[C@H:21]([C:23]([NH2:57])=[O:25])[CH2:22][C@@:16]1([C:42]1[CH:43]=[CH:44][CH:45]=[CH:46][CH:47]=1)[C@H:17]([O:26][CH2:27][C:28]1[CH:33]=[C:32]([C:34]([F:35])([F:37])[F:36])[CH:31]=[C:30]([C:38]([F:39])([F:41])[F:40])[CH:29]=1)[CH2:18][CH2:19]2)[C:9]1[CH:10]=[CH:11][CH:12]=[CH:13][CH:14]=1, predict the reactants needed to synthesize it. (2) Given the product [Cl:1][C:2]1[CH:28]=[CH:27][C:5]([CH2:6][N:7]2[C:15]3[C:10](=[CH:11][CH:12]=[CH:13][CH:14]=3)[CH:9]=[C:8]2[C:16]([N:18]2[CH2:19][CH2:20][CH:21]([C:24]([NH:62][CH2:61][CH:53]3[CH2:54][C:55]4[C:60](=[CH:59][CH:58]=[CH:57][CH:56]=4)[CH2:52]3)=[O:25])[CH2:22][CH2:23]2)=[O:17])=[CH:4][CH:3]=1, predict the reactants needed to synthesize it. The reactants are: [Cl:1][C:2]1[CH:28]=[CH:27][C:5]([CH2:6][N:7]2[C:15]3[C:10](=[CH:11][CH:12]=[CH:13][CH:14]=3)[CH:9]=[C:8]2[C:16]([N:18]2[CH2:23][CH2:22][CH:21]([C:24](O)=[O:25])[CH2:20][CH2:19]2)=[O:17])=[CH:4][CH:3]=1.CCN(C(C)C)C(C)C.C(Cl)CCl.C1C=CC2N(O)N=NC=2C=1.[CH2:52]1[C:60]2[C:55](=[CH:56][CH:57]=[CH:58][CH:59]=2)[CH2:54][CH:53]1[CH2:61][NH2:62]. (3) Given the product [ClH:12].[NH2:1][C@H:2]1[CH2:6][CH2:5][C@@H:4]([C:7]([O:9][CH3:14])=[O:8])[CH2:3]1, predict the reactants needed to synthesize it. The reactants are: [NH2:1][C@H:2]1[CH2:6][CH2:5][C@@H:4]([C:7]([OH:9])=[O:8])[CH2:3]1.S(Cl)([Cl:12])=O.[CH3:14]O. (4) Given the product [CH:12]1([C@H:7]([O:6][CH2:5][CH:4]=[N:34][OH:35])[CH2:8]/[CH:9]=[CH:10]/[CH3:11])[CH2:14][CH2:13]1, predict the reactants needed to synthesize it. The reactants are: C(O[CH:4](OCC)[CH2:5][O:6][C@@H:7]([CH:12]1[CH2:14][CH2:13]1)[CH2:8]/[CH:9]=[CH:10]/[CH3:11])C.C(OC[C@H](OCC=[N:34][OH:35])CC=C)C1C=CC=CC=1.C(OC(OCC)CO[C@H](CC=C)COCC1C=CC=CC=1)C.C(OC[C@@H]1OCC2=NOC[C@@H]2C1)C1C=CC=CC=1. (5) Given the product [F:1][CH:2]([F:11])[O:3][C:4]1[CH:5]=[CH:6][C:7]([OH:10])=[C:8]([N+:12]([O-:14])=[O:13])[CH:9]=1, predict the reactants needed to synthesize it. The reactants are: [F:1][CH:2]([F:11])[O:3][C:4]1[CH:9]=[CH:8][C:7]([OH:10])=[CH:6][CH:5]=1.[N+:12]([O-])([OH:14])=[O:13]. (6) Given the product [CH3:1][C:2]1[CH:7]=[C:6]([S:9][C:10]#[N:11])[CH:5]=[CH:4][C:3]=1[OH:8], predict the reactants needed to synthesize it. The reactants are: [CH3:1][C:2]1[CH:7]=[CH:6][CH:5]=[CH:4][C:3]=1[OH:8].[S-:9][C:10]#[N:11].[Na+].[Na+].[Br-].BrBr.C([O-])(O)=O.[Na+]. (7) Given the product [CH3:18][O:3][CH2:4][CH:5]1[NH:10][CH2:9][CH2:8][N:7]([C:11]([O:13][C:14]([CH3:17])([CH3:16])[CH3:15])=[O:12])[CH2:6]1, predict the reactants needed to synthesize it. The reactants are: [H-].[Na+].[OH:3][CH2:4][CH:5]1[NH:10][CH2:9][CH2:8][N:7]([C:11]([O:13][C:14]([CH3:17])([CH3:16])[CH3:15])=[O:12])[CH2:6]1.[CH3:18]I. (8) Given the product [CH3:1][O:2][C:3](=[O:16])[CH2:4][C:5]1[CH:6]=[C:7]2[C:12](=[CH:13][CH:14]=1)[N:11]=[C:10]([Cl:19])[CH:9]=[CH:8]2, predict the reactants needed to synthesize it. The reactants are: [CH3:1][O:2][C:3](=[O:16])[CH2:4][C:5]1[CH:6]=[C:7]2[C:12](=[CH:13][CH:14]=1)[N:11](O)[CH2:10][CH:9]=[CH:8]2.P(Cl)(Cl)([Cl:19])=O. (9) Given the product [NH2:19][C:13]1[CH:14]=[CH:15][C:10]2[O:9][CH:8]=[C:7]([CH2:6][CH2:5][NH:4][C:1](=[O:3])[CH3:2])[C:11]=2[CH:12]=1, predict the reactants needed to synthesize it. The reactants are: [C:1]([NH:4][CH2:5][CH2:6][C:7]1[C:11]2[CH:12]=[C:13](C(Cl)=O)[CH:14]=[CH:15][C:10]=2[O:9][CH:8]=1)(=[O:3])[CH3:2].[N-:19]=[N+]=[N-].[Na+].FC(F)(F)C(O)=O.C(=O)([O-])[O-].[K+].[K+].